Dataset: Forward reaction prediction with 1.9M reactions from USPTO patents (1976-2016). Task: Predict the product of the given reaction. (1) Given the reactants C1C=CC2N(O)N=NC=2C=1.CCN=C=NCCCN(C)C.[CH:22]1([N:25]2[C:33]3[C:28](=[C:29]([O:37][CH3:38])[CH:30]=[C:31]([C:34]([OH:36])=O)[CH:32]=3)[CH:27]=[CH:26]2)[CH2:24][CH2:23]1.Cl.[O:40]=[C:41]1[NH:45][N:44]=[C:43]([C:46]2[CH:47]=[C:48]3[C:58](=[CH:59][CH:60]=2)[O:57][C:51]2([CH2:56][CH2:55][NH:54][CH2:53][CH2:52]2)[CH2:50][C:49]3=[O:61])[NH:42]1, predict the reaction product. The product is: [CH:22]1([N:25]2[C:33]3[C:28](=[C:29]([O:37][CH3:38])[CH:30]=[C:31]([C:34]([N:54]4[CH2:55][CH2:56][C:51]5([CH2:50][C:49](=[O:61])[C:48]6[C:58](=[CH:59][CH:60]=[C:46]([C:43]7[NH:42][C:41](=[O:40])[NH:45][N:44]=7)[CH:47]=6)[O:57]5)[CH2:52][CH2:53]4)=[O:36])[CH:32]=3)[CH:27]=[CH:26]2)[CH2:23][CH2:24]1. (2) Given the reactants [OH:1][CH2:2][CH2:3][CH2:4][N:5]1[C:13](=[O:14])[C:12]2[C:7](=[CH:8][CH:9]=[CH:10][CH:11]=2)[C:6]1=[O:15].CCN(CC)CC.[S:23](Cl)([C:26]1[CH:32]=[CH:31][C:29]([CH3:30])=[CH:28][CH:27]=1)(=[O:25])=[O:24], predict the reaction product. The product is: [CH3:30][C:29]1[CH:31]=[CH:32][C:26]([S:23]([O:1][CH2:2][CH2:3][CH2:4][N:5]2[C:13](=[O:14])[C:12]3[C:7](=[CH:8][CH:9]=[CH:10][CH:11]=3)[C:6]2=[O:15])(=[O:25])=[O:24])=[CH:27][CH:28]=1. (3) The product is: [CH2:13]([O:8][CH2:7][CH2:6][CH2:5][CH2:4][CH2:3][CH2:2][CH2:1][OH:9])[CH2:14][CH2:15][CH2:16][CH2:17][CH2:18][CH3:19]. Given the reactants [CH2:1]([OH:9])[CH2:2][CH2:3][CH2:4][CH2:5][CH2:6][CH2:7][OH:8].[H-].[Na+].Br[CH2:13][CH2:14][CH2:15][CH2:16][CH2:17][CH2:18][CH3:19], predict the reaction product. (4) Given the reactants [Cl:1][C:2]1[CH:7]=[CH:6][CH:5]=[CH:4][C:3]=1[C@H:8]1[CH2:12][O:11][C:10](=[O:13])[N:9]1[C:14]1[CH:19]=[CH:18][N:17]2[N:20]=[CH:21][C:22]([C:23]3[CH:28]=[CH:27][C:26]([C:29]4[N:33]=[CH:32][N:31](COCC[Si](C)(C)C)[N:30]=4)=[C:25]([F:42])[CH:24]=3)=[C:16]2[N:15]=1.C(O)(C(F)(F)F)=O, predict the reaction product. The product is: [Cl:1][C:2]1[CH:7]=[CH:6][CH:5]=[CH:4][C:3]=1[C@H:8]1[CH2:12][O:11][C:10](=[O:13])[N:9]1[C:14]1[CH:19]=[CH:18][N:17]2[N:20]=[CH:21][C:22]([C:23]3[CH:28]=[CH:27][C:26]([C:29]4[N:33]=[CH:32][NH:31][N:30]=4)=[C:25]([F:42])[CH:24]=3)=[C:16]2[N:15]=1. (5) Given the reactants [C:1]1([C:7]2[NH:8][C:9]3[CH:10]=[CH:11][CH:12]=[C:13]4[C:19](=[O:20])[NH:18][CH2:17][CH2:16][C:15]=2[C:14]=34)[CH:6]=[CH:5][CH:4]=[CH:3][CH:2]=1.[CH3:21][O:22]C1C=CC=CC=1B(O)O, predict the reaction product. The product is: [CH3:21][O:22][C:6]1[CH:5]=[CH:4][CH:3]=[CH:2][C:1]=1[C:7]1[NH:8][C:9]2[CH:10]=[CH:11][CH:12]=[C:13]3[C:19](=[O:20])[NH:18][CH2:17][CH2:16][C:15]=1[C:14]=23. (6) Given the reactants Cl.Cl.[Cl:3][C:4]1[CH:9]=[C:8]([N:10]2[CH2:15][C@@H:14]3[CH2:16][C@H:11]2[CH2:12][NH:13]3)[CH:7]=[CH:6][C:5]=1[C:17]1[N:22]2[N:23]=[C:24]([C:35]3[CH:40]=[CH:39][N:38]=[CH:37][CH:36]=3)[C:25]([C:26]3[CH:34]=[CH:33][CH:32]=[C:31]4[C:27]=3[CH:28]=[N:29][NH:30]4)=[C:21]2[N:20]=[CH:19][CH:18]=1, predict the reaction product. The product is: [Cl:3][C:4]1[CH:9]=[C:8]([N:10]2[CH2:15][C@@H:14]3[CH2:16][C@H:11]2[CH2:12][NH:13]3)[CH:7]=[CH:6][C:5]=1[C:17]1[N:22]2[N:23]=[C:24]([C:35]3[CH:36]=[CH:37][N:38]=[CH:39][CH:40]=3)[C:25]([C:26]3[CH:34]=[CH:33][CH:32]=[C:31]4[C:27]=3[CH:28]=[N:29][NH:30]4)=[C:21]2[N:20]=[CH:19][CH:18]=1. (7) Given the reactants [CH:1]1([C@H:4]2[C@H:13]([CH3:14])[C@@H:12]([NH:15][C:16](=[O:25])[O:17][CH2:18][C:19]3[CH:24]=[CH:23][CH:22]=[CH:21][CH:20]=3)[C:11]3[CH:10]=[CH:9][NH:8][C:7](=[O:26])[C:6]=3[NH:5]2)[CH2:3][CH2:2]1.N1C=CC=CC=1.[C:33](Cl)(=[O:35])[CH3:34].C(=O)([O-])[O-].[K+].[K+], predict the reaction product. The product is: [C:33]([N:5]1[C:6]2[C:7](=[O:26])[NH:8][CH:9]=[CH:10][C:11]=2[C@H:12]([NH:15][C:16](=[O:25])[O:17][CH2:18][C:19]2[CH:24]=[CH:23][CH:22]=[CH:21][CH:20]=2)[C@@H:13]([CH3:14])[C@@H:4]1[CH:1]1[CH2:3][CH2:2]1)(=[O:35])[CH3:34].